From a dataset of Catalyst prediction with 721,799 reactions and 888 catalyst types from USPTO. Predict which catalyst facilitates the given reaction. Reactant: [F:1][C:2]1[CH:3]=[C:4]([C:8](=[N:20]O)[CH2:9][C:10]2[CH:15]=[CH:14][C:13]([C:16]([F:19])([F:18])[F:17])=[CH:12][N:11]=2)[CH:5]=[CH:6][CH:7]=1.CCN(CC)CC.O. Product: [F:1][C:2]1[CH:3]=[C:4]([C:8]2[CH:9]=[C:10]3[CH:15]=[CH:14][C:13]([C:16]([F:19])([F:18])[F:17])=[CH:12][N:11]3[N:20]=2)[CH:5]=[CH:6][CH:7]=1. The catalyst class is: 57.